Dataset: Catalyst prediction with 721,799 reactions and 888 catalyst types from USPTO. Task: Predict which catalyst facilitates the given reaction. (1) Reactant: ClC1C(C)=C(C2C3C(O[C@@H](CC4C=CC=CC=4OC4CCCCO4)C(OCC)=O)=NC=NC=3SC=2C2C=CC(F)=CC=2)C=CC=1[OH:8].CN1CCN(CCO)CC1.[CH:57]1[CH:62]=[CH:61][C:60]([P:63]([C:70]2[CH:75]=[CH:74][CH:73]=[CH:72][CH:71]=2)[C:64]2[CH:69]=[CH:68][CH:67]=[CH:66][CH:65]=2)=[CH:59][CH:58]=1.N(C(OC(C)(C)C)=O)=NC(OC(C)(C)C)=O. Product: [C:64]1([P:63](=[O:8])([C:60]2[CH:59]=[CH:58][CH:57]=[CH:62][CH:61]=2)[C:70]2[CH:75]=[CH:74][CH:73]=[CH:72][CH:71]=2)[CH:69]=[CH:68][CH:67]=[CH:66][CH:65]=1. The catalyst class is: 11. (2) Reactant: Cl[C:2]1[C:11]([Cl:12])=[N:10][C:9]2[C:4](=[CH:5][CH:6]=[CH:7][CH:8]=2)[N:3]=1.[N:13]1[CH:18]=[CH:17][N:16]=[CH:15][C:14]=1[NH2:19].[H-].[Na+].O. Product: [Cl:12][C:11]1[C:2]([NH:19][C:14]2[CH:15]=[N:16][CH:17]=[CH:18][N:13]=2)=[N:3][C:4]2[C:9]([N:10]=1)=[CH:8][CH:7]=[CH:6][CH:5]=2. The catalyst class is: 3. (3) Reactant: [NH2:1][C:2]1[C:7]([F:8])=[C:6]([CH:9](O)[CH3:10])[N:5]=[C:4]([C:12]([O:14][CH3:15])=[O:13])[C:3]=1[Cl:16].COCCN(S(F)(F)[F:27])CCOC.C(=O)(O)[O-].[Na+]. The catalyst class is: 146. Product: [NH2:1][C:2]1[C:7]([F:8])=[C:6]([CH:9]([F:27])[CH3:10])[N:5]=[C:4]([C:12]([O:14][CH3:15])=[O:13])[C:3]=1[Cl:16]. (4) Reactant: [CH:1]1([C:7]2[N:11]3[C:12]4[CH:18]=[CH:17][N:16](S(C5C=CC(C)=CC=5)(=O)=O)[C:13]=4[N:14]=[CH:15][C:10]3=[C:9](/[CH:29]=[CH:30]/[C:31]([O:33]CC)=[O:32])[N:8]=2)[CH2:6][CH2:5][CH2:4][CH2:3][CH2:2]1.[OH-].[Na+].Cl. Product: [CH:1]1([C:7]2[N:11]3[C:12]4[CH:18]=[CH:17][NH:16][C:13]=4[N:14]=[CH:15][C:10]3=[C:9](/[CH:29]=[CH:30]/[C:31]([OH:33])=[O:32])[N:8]=2)[CH2:2][CH2:3][CH2:4][CH2:5][CH2:6]1. The catalyst class is: 12. (5) Reactant: S(Cl)([Cl:3])=O.[CH2:5]([O:12][C:13]1[C:18](=[O:19])[C:17]([CH:20](O)[C:21]([F:24])([F:23])[F:22])=[CH:16][NH:15][C:14]=1[CH3:26])[C:6]1[CH:11]=[CH:10][CH:9]=[CH:8][CH:7]=1.CO.[Cl:29]CCl. Product: [ClH:3].[CH2:5]([O:12][C:13]1[C:18](=[O:19])[C:17]([CH:20]([Cl:29])[C:21]([F:24])([F:23])[F:22])=[CH:16][NH:15][C:14]=1[CH3:26])[C:6]1[CH:11]=[CH:10][CH:9]=[CH:8][CH:7]=1. The catalyst class is: 10. (6) Reactant: Cl[C:2]1C=CC=C(C(OO)=O)C=1.[C:12]([O:15][C:16]1[CH:21]=[CH:20][C:19]([C:22](=[O:31])[NH:23][C:24]2[S:25][CH:26]=[C:27](SC)[N:28]=2)=[CH:18][CH:17]=1)(=[O:14])[CH3:13].[S:32]([O-:36])([O-])(=[O:34])=S.[Na+].[Na+]. Product: [C:12]([O:15][C:16]1[CH:21]=[CH:20][C:19]([C:22](=[O:31])[NH:23][C:24]2[S:25][CH:26]=[C:27]([S:32]([CH3:2])(=[O:36])=[O:34])[N:28]=2)=[CH:18][CH:17]=1)(=[O:14])[CH3:13]. The catalyst class is: 46.